This data is from Reaction yield outcomes from USPTO patents with 853,638 reactions. The task is: Predict the reaction yield, written as a fraction of the theoretical maximum amount of product (1.0 means a 100% yield; for example, 0.34 means a 34% yield). (1) The reactants are N12CCCN=C1CCCCC2.Cl.[NH2:13][CH2:14][C:15]1[CH:23]=[CH:22][CH:21]=[C:20]2[C:16]=1[C:17](=[O:33])[N:18]([CH:25]1[CH2:30][CH2:29][C:28](=[O:31])[NH:27][C:26]1=[O:32])[C:19]2=[O:24].[C:34](Cl)(=[O:45])[CH2:35][CH2:36][CH2:37][CH2:38][CH2:39][CH2:40][CH2:41][CH2:42][CH2:43][CH3:44]. The catalyst is CC#N. The product is [O:32]=[C:26]1[CH:25]([N:18]2[C:17](=[O:33])[C:16]3[C:20](=[CH:21][CH:22]=[CH:23][C:15]=3[CH2:14][NH:13][C:34](=[O:45])[CH2:35][CH2:36][CH2:37][CH2:38][CH2:39][CH2:40][CH2:41][CH2:42][CH2:43][CH3:44])[C:19]2=[O:24])[CH2:30][CH2:29][C:28](=[O:31])[NH:27]1. The yield is 0.630. (2) The reactants are [Br:1][C:2]1[CH:10]=[C:9]([F:11])[CH:8]=[CH:7][C:3]=1[C:4](O)=[O:5].O1CCCC1.B. The catalyst is C1COCC1. The product is [Br:1][C:2]1[CH:10]=[C:9]([F:11])[CH:8]=[CH:7][C:3]=1[CH2:4][OH:5]. The yield is 0.960.